This data is from Catalyst prediction with 721,799 reactions and 888 catalyst types from USPTO. The task is: Predict which catalyst facilitates the given reaction. (1) Reactant: [CH3:1][O:2][C:3]1[CH:8]=[C:7]([N:9]2[CH2:14][CH2:13][N:12]([CH3:15])[CH2:11][CH2:10]2)[CH:6]=[CH:5][C:4]=1[NH:16][C:17]1[N:18]=[CH:19][C:20]2[CH:26]=[CH:25][C:24](=[O:27])[N:23]([C:28]3[CH:29]=[C:30]([NH:34]C(=O)OC(C)(C)C)[CH:31]=[CH:32][CH:33]=3)[C:21]=2[N:22]=1.C(O)(C(F)(F)F)=O. Product: [NH2:34][C:30]1[CH:29]=[C:28]([N:23]2[C:21]3[N:22]=[C:17]([NH:16][C:4]4[CH:5]=[CH:6][C:7]([N:9]5[CH2:14][CH2:13][N:12]([CH3:15])[CH2:11][CH2:10]5)=[CH:8][C:3]=4[O:2][CH3:1])[N:18]=[CH:19][C:20]=3[CH:26]=[CH:25][C:24]2=[O:27])[CH:33]=[CH:32][CH:31]=1. The catalyst class is: 2. (2) Reactant: Br[CH2:2][C:3]([C:5]1[C:6]([OH:12])=[N:7][CH:8]=[C:9]([Br:11])[CH:10]=1)=O.[NH2:13][C:14]1[CH:19]=[CH:18][CH:17]=[CH:16][N:15]=1. Product: [Br:11][C:9]1[CH:10]=[C:5]([C:3]2[N:13]=[C:14]3[CH:19]=[CH:18][CH:17]=[CH:16][N:15]3[CH:2]=2)[C:6]([OH:12])=[N:7][CH:8]=1. The catalyst class is: 14. (3) Reactant: [OH:1][C@H:2]([CH2:9][OH:10])[CH2:3][C:4]([O:6][CH2:7][CH3:8])=[O:5].C(N(CC)CC)C.[C:18](Cl)([C:31]1[CH:36]=[CH:35][CH:34]=[CH:33][CH:32]=1)([C:25]1[CH:30]=[CH:29][CH:28]=[CH:27][CH:26]=1)[C:19]1[CH:24]=[CH:23][CH:22]=[CH:21][CH:20]=1. Product: [OH:1][C@H:2]([CH2:9][O:10][C:18]([C:19]1[CH:24]=[CH:23][CH:22]=[CH:21][CH:20]=1)([C:31]1[CH:32]=[CH:33][CH:34]=[CH:35][CH:36]=1)[C:25]1[CH:26]=[CH:27][CH:28]=[CH:29][CH:30]=1)[CH2:3][C:4]([O:6][CH2:7][CH3:8])=[O:5]. The catalyst class is: 64.